This data is from Full USPTO retrosynthesis dataset with 1.9M reactions from patents (1976-2016). The task is: Predict the reactants needed to synthesize the given product. (1) Given the product [F:8][C:7]1[C:2]([Br:1])=[CH:3][C:4]([NH:22][CH:23]2[CH2:24][CH2:25][N:26]([C:29]([O:31][C:32]([CH3:35])([CH3:34])[CH3:33])=[O:30])[CH2:27][CH2:28]2)=[C:5]([N+:9]([O-:11])=[O:10])[CH:6]=1, predict the reactants needed to synthesize it. The reactants are: [Br:1][C:2]1[C:7]([F:8])=[CH:6][C:5]([N+:9]([O-:11])=[O:10])=[C:4](F)[CH:3]=1.C(N(C(C)C)CC)(C)C.[NH2:22][CH:23]1[CH2:28][CH2:27][N:26]([C:29]([O:31][C:32]([CH3:35])([CH3:34])[CH3:33])=[O:30])[CH2:25][CH2:24]1. (2) Given the product [C:1]([O:5][C:6]([N:8]=[C:9]([NH:34][C:35]([O:37][C:38]([CH3:41])([CH3:40])[CH3:39])=[O:36])[NH:10][C@H:11]([C:24]([NH:26][C:27]1[CH:28]=[N:29][N:30]([CH3:33])[C:31]=1[NH:32][C:55]([C:49]1[CH:54]=[CH:53][CH:52]=[CH:51][CH:50]=1)([C:62]1[CH:63]=[CH:64][CH:65]=[CH:66][CH:67]=1)[C:56]1[CH:57]=[CH:58][CH:59]=[CH:60][CH:61]=1)=[O:25])[CH2:12][CH2:13][CH2:14][CH2:15][NH:16][C:17](=[O:23])[O:18][C:19]([CH3:22])([CH3:21])[CH3:20])=[O:7])([CH3:2])([CH3:3])[CH3:4], predict the reactants needed to synthesize it. The reactants are: [C:1]([O:5][C:6]([N:8]=[C:9]([NH:34][C:35]([O:37][C:38]([CH3:41])([CH3:40])[CH3:39])=[O:36])[NH:10][C@H:11]([C:24]([NH:26][C:27]1[CH:28]=[N:29][N:30]([CH3:33])[C:31]=1[NH2:32])=[O:25])[CH2:12][CH2:13][CH2:14][CH2:15][NH:16][C:17](=[O:23])[O:18][C:19]([CH3:22])([CH3:21])[CH3:20])=[O:7])([CH3:4])([CH3:3])[CH3:2].C(N(CC)CC)C.[C:49]1([C:55](Cl)([C:62]2[CH:67]=[CH:66][CH:65]=[CH:64][CH:63]=2)[C:56]2[CH:61]=[CH:60][CH:59]=[CH:58][CH:57]=2)[CH:54]=[CH:53][CH:52]=[CH:51][CH:50]=1. (3) Given the product [CH3:1][C:17]1[CH:18]=[CH:19][C:20]2[CH:21]([CH3:29])[CH:22]3[CH2:26][NH:25][CH2:24][CH:23]3[C:27]=2[CH:28]=1, predict the reactants needed to synthesize it. The reactants are: [CH2:1](OC(=O)C=CC1C=C(C)C=CC=1)C.CO[C:17]1[C:18](Cl)=[CH:19][C:20]2[CH:21]([CH3:29])[CH:22]3[CH2:26][NH:25][CH2:24][CH:23]3[C:27]=2[CH:28]=1.C(OC(=O)CP(OCC(F)(F)F)(OCC(F)(F)F)=O)C.C1OCCOCCOCCOCCOCCOC1.C1(C)C=CC=C(C=O)C=1. (4) Given the product [Cl:17][C:10]1[CH:9]=[C:8]([C:18]([N:20]([O:22][CH3:23])[CH3:21])=[O:19])[C:7]([N:30]2[CH2:31][CH2:32][CH:27]([OH:26])[CH2:28][CH2:29]2)=[C:16]2[C:11]=1[CH:12]=[CH:13][CH:14]=[N:15]2, predict the reactants needed to synthesize it. The reactants are: FC(F)(F)S(O[C:7]1[C:8]([C:18]([N:20]([O:22][CH3:23])[CH3:21])=[O:19])=[CH:9][C:10]([Cl:17])=[C:11]2[C:16]=1[N:15]=[CH:14][CH:13]=[CH:12]2)(=O)=O.[OH:26][CH:27]1[CH2:32][CH2:31][NH:30][CH2:29][CH2:28]1.C(=O)([O-])[O-].[Cs+].[Cs+].